This data is from Full USPTO retrosynthesis dataset with 1.9M reactions from patents (1976-2016). The task is: Predict the reactants needed to synthesize the given product. Given the product [Cl:1][C:2]1[CH:3]=[C:4]([N:8]2[C:12]([C:13]3[CH:18]=[CH:17][C:16]([F:19])=[C:15]([C:20]([F:22])([F:23])[F:21])[CH:14]=3)=[CH:11][C:10]([C:24]([OH:26])=[O:25])=[N:9]2)[CH:5]=[CH:6][CH:7]=1, predict the reactants needed to synthesize it. The reactants are: [Cl:1][C:2]1[CH:3]=[C:4]([N:8]2[C:12]([C:13]3[CH:18]=[CH:17][C:16]([F:19])=[C:15]([C:20]([F:23])([F:22])[F:21])[CH:14]=3)=[CH:11][C:10]([C:24]([O:26]CC)=[O:25])=[N:9]2)[CH:5]=[CH:6][CH:7]=1.[OH-].[Li+].